From a dataset of Forward reaction prediction with 1.9M reactions from USPTO patents (1976-2016). Predict the product of the given reaction. (1) The product is: [F:13][C:7]1[CH:6]=[C:5]([C:3](=[O:4])[CH:2]([CH3:1])[CH2:25][C:26]([OH:28])=[O:27])[CH:10]=[CH:9][C:8]=1[O:11][CH3:12]. Given the reactants [CH3:1][CH2:2][C:3]([C:5]1[CH:10]=[CH:9][C:8]([O:11][CH3:12])=[C:7]([F:13])[CH:6]=1)=[O:4].C[Si](C)(C)N[Si](C)(C)C.[Li].Br[CH2:25][C:26]([O:28]C)=[O:27].[Cl-].[NH4+], predict the reaction product. (2) Given the reactants [CH:1]1[C:10]2[C:5](=[CH:6][CH:7]=[CH:8][CH:9]=2)[CH:4]=[CH:3][C:2]=1[CH2:11][O:12][CH:13]1[CH:18]([O:19][C:20]2[CH:25]=[CH:24][CH:23]=[CH:22][CH:21]=2)[CH2:17][CH2:16][N:15](C(OCC2C=CC=CC=2)=O)[CH2:14]1.C(C(C(C([O-])=O)O)O)([O-])=O.[Na+].[K+], predict the reaction product. The product is: [CH:1]1[C:10]2[C:5](=[CH:6][CH:7]=[CH:8][CH:9]=2)[CH:4]=[CH:3][C:2]=1[CH2:11][O:12][CH:13]1[CH:18]([O:19][C:20]2[CH:25]=[CH:24][CH:23]=[CH:22][CH:21]=2)[CH2:17][CH2:16][NH:15][CH2:14]1. (3) Given the reactants [CH3:1][NH:2][C:3]12[CH2:9][CH:6]([CH2:7][CH2:8]1)[CH:5]([OH:10])[CH2:4]2.[ClH:11], predict the reaction product. The product is: [ClH:11].[CH3:1][NH:2][C:3]12[CH2:9][CH:6]([CH2:7][CH2:8]1)[CH:5]([OH:10])[CH2:4]2. (4) Given the reactants [C:1]([C:5]1[CH:9]=[C:8]([O:10]CC2C=CC(C(OC)=O)=CC=2)[N:7]([CH2:22][C:23]2[CH:32]=[CH:31][C:26]([C:27]([O:29][CH3:30])=[O:28])=[CH:25][CH:24]=2)[N:6]=1)([CH3:4])([CH3:3])[CH3:2], predict the reaction product. The product is: [C:1]([C:5]1[CH2:9][C:8](=[O:10])[N:7]([CH2:22][C:23]2[CH:24]=[CH:25][C:26]([C:27]([O:29][CH3:30])=[O:28])=[CH:31][CH:32]=2)[N:6]=1)([CH3:4])([CH3:2])[CH3:3]. (5) Given the reactants I[CH2:2][CH:3]([CH3:5])[CH3:4].[I:6][C:7]1[N:8]=[CH:9][NH:10][C:11]=1[I:12].[OH-].[Na+], predict the reaction product. The product is: [I:6][C:7]1[N:8]=[CH:9][N:10]([CH2:2][CH:3]([CH3:5])[CH3:4])[C:11]=1[I:12]. (6) Given the reactants [NH2:1][C:2]1[N:11]=[C:10]([O:12][CH2:13][CH2:14][CH2:15][CH2:16][CH3:17])[C:9]2[C:4](=[N:5][CH:6]=[C:7](Cl)[N:8]=2)[N:3]=1.C1(C)C=CC=CC=1P(C1C=CC=CC=1C)C1C=CC=CC=1C.[CH2:41]=[CH:42][C:43]1[CH:48]=[CH:47][CH:46]=[CH:45][CH:44]=1.C(N(CC)CC)C, predict the reaction product. The product is: [NH2:1][C:2]1[N:11]=[C:10]([O:12][CH2:13][CH2:14][CH2:15][CH2:16][CH3:17])[C:9]2[C:4](=[N:5][CH:6]=[C:7]([CH:41]=[CH:42][C:43]3[CH:48]=[CH:47][CH:46]=[CH:45][CH:44]=3)[N:8]=2)[N:3]=1.